The task is: Predict the reactants needed to synthesize the given product.. This data is from Full USPTO retrosynthesis dataset with 1.9M reactions from patents (1976-2016). (1) Given the product [CH3:29][N:70]([C:21](=[O:23])[C@@H:6]([CH2:5][C:4]1[CH:24]=[C:25]([Br:28])[C:26]([OH:27])=[C:2]([Br:1])[CH:3]=1)[NH:7][C:8]([NH:10][CH2:11][CH2:12][C:13]1[CH:18]=[CH:17][CH:16]=[C:15]([O:19][CH3:20])[CH:14]=1)=[O:9])[C@H:71]([C:84]([OH:86])=[O:85])[CH2:72][CH2:73][CH2:74][CH2:75][NH:76][C:77]([O:79][C:80]([CH3:83])([CH3:82])[CH3:81])=[O:78], predict the reactants needed to synthesize it. The reactants are: [Br:1][C:2]1[CH:3]=[C:4]([CH:24]=[C:25]([Br:28])[C:26]=1[OH:27])[CH2:5][C@H:6]([C:21]([OH:23])=O)[NH:7][C:8]([NH:10][CH2:11][CH2:12][C:13]1[CH:18]=[CH:17][CH:16]=[C:15]([O:19][CH3:20])[CH:14]=1)=[O:9].[CH3:29]CN(C(C)C)C(C)C.CN(C(ON1N=NC2C=CC=CC1=2)=[N+](C)C)C.[B-](F)(F)(F)F.C1C=CC2N(O)N=NC=2C=1.[NH2:70][C@H:71]([C:84]([O:86]C)=[O:85])[CH2:72][CH2:73][CH2:74][CH2:75][NH:76][C:77]([O:79][C:80]([CH3:83])([CH3:82])[CH3:81])=[O:78]. (2) Given the product [OH:6][C:7]1[C:12]2[NH:13][C:14]([CH2:16][CH2:17][CH2:18][N:19]([CH3:42])[CH2:20][CH2:21][C@:22]3([O:36][C:37](=[O:41])[CH:38]([CH3:39])[CH3:40])[CH2:27][C@H:26]4[CH2:28][CH2:29][C@@H:23]3[CH:24]=[C:25]4[C:30]3[CH:35]=[CH:34][CH:33]=[CH:32][CH:31]=3)=[N:15][C:11]=2[CH:10]=[CH:9][CH:8]=1, predict the reactants needed to synthesize it. The reactants are: C([Si](C)(C)[O:6][C:7]1[C:12]2[NH:13][C:14]([CH2:16][CH2:17][CH2:18][N:19]([CH3:42])[CH2:20][CH2:21][C@:22]3([O:36][C:37](=[O:41])[CH:38]([CH3:40])[CH3:39])[CH2:27][C@H:26]4[CH2:28][CH2:29][C@@H:23]3[CH:24]=[C:25]4[C:30]3[CH:35]=[CH:34][CH:33]=[CH:32][CH:31]=3)=[N:15][C:11]=2[CH:10]=[CH:9][CH:8]=1)(C)(C)C. (3) The reactants are: [I:1][C:2]1[C:10]2[C:5](=[CH:6][CH:7]=[C:8]([NH2:11])[CH:9]=2)[NH:4][N:3]=1.[CH:12]1([C:22]([OH:24])=O)[C:21]2[C:16](=[CH:17][CH:18]=[CH:19][CH:20]=2)[CH2:15][CH2:14][O:13]1.CN(C(ON1N=N[C:35]2[CH:36]=[CH:37][CH:38]=[CH:39][C:34]1=2)=[N+](C)C)C.[B-](F)(F)(F)F.CCN([CH:53]([CH3:55])C)C(C)C. Given the product [I:1][C:2]1[C:10]2[C:5](=[CH:6][CH:7]=[C:8]([NH:11][C:12]([CH:22]3[C:35]4[C:34](=[CH:39][CH:38]=[CH:37][CH:36]=4)[CH2:55][CH2:53][O:24]3)=[O:13])[CH:9]=2)[N:4]([C:22]([CH:12]2[C:21]3[C:16](=[CH:17][CH:18]=[CH:19][CH:20]=3)[CH2:15][CH2:14][O:13]2)=[O:24])[N:3]=1, predict the reactants needed to synthesize it. (4) The reactants are: [F:1][C:2]([F:22])([F:21])[O:3][C:4]1[CH:9]=[CH:8][C:7]([N:10]2[CH2:14][CH2:13][C:12]3([CH2:19][CH2:18][NH:17][CH2:16][CH2:15]3)[C:11]2=[O:20])=[CH:6][CH:5]=1.[O:23]=[C:24](Cl)OC(Cl)(Cl)Cl.[NH:31]1[CH2:36][CH2:35][O:34][CH2:33][CH2:32]1. Given the product [N:31]1([C:24]([N:17]2[CH2:16][CH2:15][C:12]3([C:11](=[O:20])[N:10]([C:7]4[CH:8]=[CH:9][C:4]([O:3][C:2]([F:1])([F:21])[F:22])=[CH:5][CH:6]=4)[CH2:14][CH2:13]3)[CH2:19][CH2:18]2)=[O:23])[CH2:36][CH2:35][O:34][CH2:33][CH2:32]1, predict the reactants needed to synthesize it.